Dataset: Forward reaction prediction with 1.9M reactions from USPTO patents (1976-2016). Task: Predict the product of the given reaction. (1) Given the reactants [NH2:1][C:2]1[CH:7]=[CH:6][C:5]([C:8]2[C:9]3[CH2:23][N:22]([C:24]([O:26][C:27]([CH3:30])([CH3:29])[CH3:28])=[O:25])[CH2:21][C:10]=3[N:11]=[C:12]([N:14]3[CH2:19][CH2:18][O:17][CH2:16][C@@H:15]3[CH3:20])[N:13]=2)=[CH:4][CH:3]=1.C([O-])(O)=O.[Na+].Cl[C:37]([O:39][C:40]1[CH:45]=[CH:44][CH:43]=[CH:42][CH:41]=1)=[O:38], predict the reaction product. The product is: [CH3:20][C@@H:15]1[N:14]([C:12]2[N:13]=[C:8]([C:5]3[CH:6]=[CH:7][C:2]([NH:1][C:37]([O:39][C:40]4[CH:45]=[CH:44][CH:43]=[CH:42][CH:41]=4)=[O:38])=[CH:3][CH:4]=3)[C:9]3[CH2:23][N:22]([C:24]([O:26][C:27]([CH3:29])([CH3:28])[CH3:30])=[O:25])[CH2:21][C:10]=3[N:11]=2)[CH2:19][CH2:18][O:17][CH2:16]1. (2) Given the reactants [Cl:1][C:2]1[C:11]2[C:10]([CH3:13])([CH3:12])[CH2:9][CH:8]=[C:7]([CH:14]([CH3:16])[CH3:15])[C:6]=2[CH:5]=[C:4](/[C:17](/[CH3:30])=[C:18](/[F:29])\[CH:19]=[CH:20]\[C:21](\[CH3:28])=[CH:22]\[C:23]([O:25]CC)=[O:24])[C:3]=1[O:31][CH2:32][CH3:33].[OH-].[Na+], predict the reaction product. The product is: [Cl:1][C:2]1[C:11]2[C:10]([CH3:13])([CH3:12])[CH2:9][CH:8]=[C:7]([CH:14]([CH3:16])[CH3:15])[C:6]=2[CH:5]=[C:4](/[C:17](/[CH3:30])=[C:18](/[F:29])\[CH:19]=[CH:20]\[C:21](\[CH3:28])=[CH:22]\[C:23]([OH:25])=[O:24])[C:3]=1[O:31][CH2:32][CH3:33]. (3) Given the reactants FC(F)(F)C(O)=O.C(OC([N:15]1[CH2:20][CH2:19][CH:18]([N:21]([C:33]2[CH:34]=[C:35]3[C:39](=[CH:40][CH:41]=2)[NH:38][CH:37]=[CH:36]3)[CH2:22][C:23]2[CH:28]=[CH:27][CH:26]=[C:25]([C:29](OC)=[O:30])[CH:24]=2)[CH2:17][CH2:16]1)=O)(C)(C)C.[H-].[Al+3].[Li+].[H-].[H-].[H-], predict the reaction product. The product is: [NH:38]1[C:39]2[C:35](=[CH:34][C:33]([N:21]([CH2:22][C:23]3[CH:24]=[C:25]([CH2:29][OH:30])[CH:26]=[CH:27][CH:28]=3)[CH:18]3[CH2:19][CH2:20][NH:15][CH2:16][CH2:17]3)=[CH:41][CH:40]=2)[CH:36]=[CH:37]1. (4) Given the reactants C([SiH](CC)CC)C.[CH:8]([C@H:10]1[CH2:15][N:14]([C:16]([O:18][C:19]([CH3:22])([CH3:21])[CH3:20])=[O:17])[CH2:13][CH2:12][N:11]1C(OCC1C=CC=CC=1)=O)=[CH2:9], predict the reaction product. The product is: [CH:8]([C@@H:10]1[NH:11][CH2:12][CH2:13][N:14]([C:16]([O:18][C:19]([CH3:22])([CH3:21])[CH3:20])=[O:17])[CH2:15]1)=[CH2:9]. (5) Given the reactants [Cl:1][C:2]1[CH:3]=[C:4]2[C:8](=[C:9]([C:11]([OH:13])=O)[CH:10]=1)[NH:7][CH:6]=[CH:5]2.CN(C(ON1N=NC2C=CC=CC1=2)=[N+](C)C)C.[B-](F)(F)(F)F.C(N(CC)C(C)C)(C)C.[C:45]([C:49]1[CH:66]=[CH:65][C:52]([CH2:53][NH:54][CH2:55][CH2:56][C:57]2[CH:62]=[CH:61][C:60]([F:63])=[C:59]([Cl:64])[CH:58]=2)=[CH:51][CH:50]=1)([CH3:48])([CH3:47])[CH3:46], predict the reaction product. The product is: [C:45]([C:49]1[CH:66]=[CH:65][C:52]([CH2:53][N:54]([CH2:55][CH2:56][C:57]2[CH:62]=[CH:61][C:60]([F:63])=[C:59]([Cl:64])[CH:58]=2)[C:11]([C:9]2[CH:10]=[C:2]([Cl:1])[CH:3]=[C:4]3[C:8]=2[NH:7][CH:6]=[CH:5]3)=[O:13])=[CH:51][CH:50]=1)([CH3:48])([CH3:46])[CH3:47].